Regression/Classification. Given a drug SMILES string, predict its absorption, distribution, metabolism, or excretion properties. Task type varies by dataset: regression for continuous measurements (e.g., permeability, clearance, half-life) or binary classification for categorical outcomes (e.g., BBB penetration, CYP inhibition). Dataset: hlm. From a dataset of Human liver microsome stability data. (1) The molecule is CN1CCC(NC(=O)c2cnc(NCc3cc(Cl)ccc3Cl)nc2NC2CCNCC2)CC1. The result is 0 (unstable in human liver microsomes). (2) The drug is CC(C)[C@H]1C(=O)C(=C2NS(=O)(=O)c3c(OCC(N)=O)cccc32)C(=O)N1Cc1ccccc1. The result is 0 (unstable in human liver microsomes). (3) The compound is COc1cc2c(N3CCN(C(=O)Nc4ccc(OC(C)C)cc4)CC3)ncnc2cc1OCCCS(=O)(=O)CC(C)C. The result is 0 (unstable in human liver microsomes). (4) The drug is CS(=N)(=O)c1ccc(C(F)(F)F)cc1. The result is 0 (unstable in human liver microsomes). (5) The molecule is CC[C@@H]1C[C@@H](C(=O)NC[C@@H]2CCCO2)CN(Cc2nc(N3CCOCC3)oc2C)C1. The result is 1 (stable in human liver microsomes). (6) The compound is CC1=CC[C@@]2(C[C@@H]1O)[C@@H](C(=O)O)CC[C@H]2C(C)C. The result is 0 (unstable in human liver microsomes). (7) The molecule is O=C(NCc1ccc(F)cc1)NC1CCN(c2ncnc3c2nc(-c2ccccc2Cl)n3-c2ccc(Cl)cc2)CC1. The result is 0 (unstable in human liver microsomes). (8) The drug is COc1ccc(CNS(=O)(=O)c2cc3ccccc3[nH]2)cc1. The result is 1 (stable in human liver microsomes). (9) The compound is CC(C)CN1C(=O)CN(Cc2ccc(-c3ccc(F)c(CN4CCCC(F)(F)C4)n3)cc2)C1=O. The result is 1 (stable in human liver microsomes). (10) The compound is C[C@@H]1C[C@H](C(=O)O)CC[C@H]1C(=O)N1CC[C@@]2(S(=O)(=O)c3ccc(F)cc3)c3ccc(C(F)(C(F)(F)F)C(F)(F)F)cc3CC[C@@H]12. The result is 0 (unstable in human liver microsomes).